Predict the product of the given reaction. From a dataset of Forward reaction prediction with 1.9M reactions from USPTO patents (1976-2016). (1) Given the reactants [CH2:1]([P:3](=[O:6])([O-:5])[O-:4])[CH3:2].[Cu+2:7].[Cu].[C:9]1([CH3:15])[CH:14]=[CH:13][CH:12]=[CH:11][CH:10]=1, predict the reaction product. The product is: [C:9]1([CH3:15])[CH:14]=[CH:13][CH:12]=[CH:11][CH:10]=1.[CH2:1]([P:3](=[O:4])([O-:6])[O-:5])[CH3:2].[Cu+2:7]. (2) Given the reactants [C:1]([NH:4][CH2:5][CH:6]1[CH:12]([C:13]2[CH:18]=[CH:17][C:16]([Cl:19])=[C:15]([Cl:20])[CH:14]=2)[O:11][CH2:10][CH2:9][N:8](C(OC(C)(C)C)=O)[CH2:7]1)(=[O:3])[CH3:2].C(OCC)(=O)C.Cl, predict the reaction product. The product is: [ClH:19].[Cl:20][C:15]1[CH:14]=[C:13]([CH:12]2[O:11][CH2:10][CH2:9][NH:8][CH2:7][CH:6]2[CH2:5][NH:4][C:1](=[O:3])[CH3:2])[CH:18]=[CH:17][C:16]=1[Cl:19].